From a dataset of Forward reaction prediction with 1.9M reactions from USPTO patents (1976-2016). Predict the product of the given reaction. (1) The product is: [C:17]([C:16]1[C:15]([N+:12]([O-:14])=[O:13])=[CH:22][CH:21]=[CH:20][C:19]=1[O:9][CH2:8][C:7]([NH:6][C:4]([NH:3][CH2:1][CH3:2])=[O:5])([CH3:10])[CH3:11])#[N:18]. Given the reactants [CH2:1]([NH:3][C:4]([NH:6][C:7]([CH3:11])([CH3:10])[CH2:8][OH:9])=[O:5])[CH3:2].[N+:12]([C:15]1[CH:22]=[CH:21][CH:20]=[C:19]([N+]([O-])=O)[C:16]=1[C:17]#[N:18])([O-:14])=[O:13], predict the reaction product. (2) Given the reactants FC(F)(F)S(O[C:7]1[CH2:21][C@@H:10]2[CH2:11][N:12]([C:14]([O:16][C:17]([CH3:20])([CH3:19])[CH3:18])=[O:15])[CH2:13][C@@H:9]2[CH:8]=1)(=O)=O.[F:24][C:25]1[CH:26]=[CH:27][C:28]([C:34]([F:37])([F:36])[F:35])=[C:29](B(O)O)[CH:30]=1.C([O-])([O-])=O.[Na+].[Na+], predict the reaction product. The product is: [F:24][C:25]1[CH:26]=[CH:27][C:28]([C:34]([F:35])([F:36])[F:37])=[C:29]([C:7]2[CH2:21][C@@H:10]3[CH2:11][N:12]([C:14]([O:16][C:17]([CH3:18])([CH3:19])[CH3:20])=[O:15])[CH2:13][C@@H:9]3[CH:8]=2)[CH:30]=1. (3) Given the reactants Br[CH:2]([C:13]1[CH:18]=[CH:17][C:16]([C:19]([F:22])([F:21])[F:20])=[CH:15][CH:14]=1)[C:3]1[CH:8]=[CH:7][C:6]([C:9]([F:12])([F:11])[F:10])=[CH:5][CH:4]=1.Cl.[O:24]=[C:25]1[C:30]([C:31]([O:33][CH3:34])=[O:32])=[CH:29][CH:28]=[CH:27][NH:26]1.[H-].[Na+], predict the reaction product. The product is: [F:10][C:9]([F:12])([F:11])[C:6]1[CH:7]=[CH:8][C:3]([CH:2]([C:13]2[CH:18]=[CH:17][C:16]([C:19]([F:22])([F:21])[F:20])=[CH:15][CH:14]=2)[N:26]2[CH:27]=[CH:28][CH:29]=[C:30]([C:31]([O:33][CH3:34])=[O:32])[C:25]2=[O:24])=[CH:4][CH:5]=1. (4) Given the reactants [Br:1][C:2]1[CH:3]=[C:4]2[C:9](=[CH:10][CH:11]=1)[C:8](=[O:12])[N:7]([CH2:13][C:14]1[CH:19]=[CH:18][C:17]([S:20]([CH3:23])(=[O:22])=[O:21])=[CH:16][CH:15]=1)[C:6]([C:24]([OH:26])=[O:25])=[C:5]2[C:27]1[CH:32]=[CH:31][CH:30]=[CH:29][CH:28]=1.[CH3:33][O:34][C:35]([C:37]1[CH:42]=[C:41]([CH2:43]O)[CH:40]=[CH:39][N:38]=1)=[O:36], predict the reaction product. The product is: [CH3:33][O:34][C:35]([C:37]1[CH:42]=[C:41]([CH2:43][O:25][C:24]([C:6]2[N:7]([CH2:13][C:14]3[CH:15]=[CH:16][C:17]([S:20]([CH3:23])(=[O:21])=[O:22])=[CH:18][CH:19]=3)[C:8](=[O:12])[C:9]3[C:4]([C:5]=2[C:27]2[CH:28]=[CH:29][CH:30]=[CH:31][CH:32]=2)=[CH:3][C:2]([Br:1])=[CH:11][CH:10]=3)=[O:26])[CH:40]=[CH:39][N:38]=1)=[O:36]. (5) Given the reactants [CH:1]([O:4][C:5]1[CH:22]=[CH:21][C:20]([S:23]([CH3:26])(=[O:25])=[O:24])=[CH:19][C:6]=1[C:7]([N:9]1[CH2:13][CH2:12][CH:11]([O:14]S(C)(=O)=O)[CH2:10]1)=[O:8])([CH3:3])[CH3:2].[F:27][C:28]([F:41])([F:40])[C:29]1[CH:30]=[C:31](O)[CH:32]=[C:33]([C:35]([F:38])([F:37])[F:36])[CH:34]=1, predict the reaction product. The product is: [F:27][C:28]([F:40])([F:41])[C:29]1[CH:30]=[C:31]([CH:32]=[C:33]([C:35]([F:36])([F:37])[F:38])[CH:34]=1)[O:14][CH:11]1[CH2:12][CH2:13][N:9]([C:7]([C:6]2[CH:19]=[C:20]([S:23]([CH3:26])(=[O:25])=[O:24])[CH:21]=[CH:22][C:5]=2[O:4][CH:1]([CH3:3])[CH3:2])=[O:8])[CH2:10]1. (6) Given the reactants [Cl:1][C:2]1[CH:3]=[C:4]([CH:16]=[C:17]([Cl:20])[C:18]=1[OH:19])[C:5]([NH:7][NH:8][C:9](=[O:15])[C:10]([O:12][CH2:13][CH3:14])=[O:11])=O, predict the reaction product. The product is: [Cl:1][C:2]1[CH:3]=[C:4]([C:5]2[O:15][C:9]([C:10]([O:12][CH2:13][CH3:14])=[O:11])=[N:8][N:7]=2)[CH:16]=[C:17]([Cl:20])[C:18]=1[OH:19]. (7) Given the reactants [NH2:1][C:2]1[CH:7]=[CH:6][C:5]([Br:8])=[CH:4][C:3]=1[NH:9][CH2:10][CH2:11][NH:12][C:13](=[O:15])[CH3:14].[CH3:16][O:17][C:18]1[CH:23]=[CH:22][C:21]([C:24](=O)[C:25](OCC)=[O:26])=[CH:20][CH:19]=1.C(O)(=O)C, predict the reaction product. The product is: [Br:8][C:5]1[CH:4]=[C:3]2[C:2]([N:1]=[C:24]([C:21]3[CH:22]=[CH:23][C:18]([O:17][CH3:16])=[CH:19][CH:20]=3)[C:25](=[O:26])[N:9]2[CH2:10][CH2:11][NH:12][C:13](=[O:15])[CH3:14])=[CH:7][CH:6]=1. (8) Given the reactants [NH2:1][C:2]1[CH:7]=[CH:6][CH:5]=[CH:4][C:3]=1[SH:8].[CH3:9][C:10]1[CH:17]=[C:14]([CH:15]=O)[C:13]([OH:18])=[CH:12][CH:11]=1, predict the reaction product. The product is: [S:8]1[C:3]2[CH:4]=[CH:5][CH:6]=[CH:7][C:2]=2[N:1]=[C:15]1[C:14]1[CH:17]=[C:10]([CH3:9])[CH:11]=[CH:12][C:13]=1[OH:18].